Dataset: Forward reaction prediction with 1.9M reactions from USPTO patents (1976-2016). Task: Predict the product of the given reaction. (1) Given the reactants [CH3:1][C:2]1([CH3:27])[C:6]2[C:7]([O:11][C:12]3[N:17]=[CH:16][C:15]([NH:18][C:19](=[O:26])[C@@H:20]([C:22]([CH3:25])([CH3:24])[CH3:23])[NH2:21])=[CH:14][N:13]=3)=[CH:8][CH:9]=[CH:10][C:5]=2[O:4][CH2:3]1.C(N(CC)CC)C.Cl[C:36](Cl)([O:38]C(=O)OC(Cl)(Cl)Cl)Cl.O, predict the reaction product. The product is: [CH3:1][C:2]1([CH3:27])[C:6]2[C:7]([O:11][C:12]3[N:17]=[CH:16][C:15]([N:18]4[C:19](=[O:26])[C@@H:20]([C:22]([CH3:25])([CH3:24])[CH3:23])[NH:21][C:36]4=[O:38])=[CH:14][N:13]=3)=[CH:8][CH:9]=[CH:10][C:5]=2[O:4][CH2:3]1. (2) Given the reactants [F:1][C:2]([C:7]1[CH:12]=[CH:11][C:10]([CH2:13]O)=[CH:9][CH:8]=1)([F:6])[CH:3]([CH3:5])[CH3:4].S(Cl)([Cl:17])=O, predict the reaction product. The product is: [Cl:17][CH2:13][C:10]1[CH:11]=[CH:12][C:7]([C:2]([F:6])([F:1])[CH:3]([CH3:5])[CH3:4])=[CH:8][CH:9]=1. (3) Given the reactants [F:1][C:2]1[CH:3]=[CH:4][C:5]([O:8][C@H:9]2[CH2:14][CH2:13][C@H:12]([C:15]([N:17]([CH2:39][CH2:40][CH3:41])[C:18]3[CH:37]=[CH:36][C:21]([CH2:22][N:23]4[CH2:28][CH2:27][N:26](C(OC(C)(C)C)=O)[CH2:25][CH2:24]4)=[C:20]([CH3:38])[CH:19]=3)=[O:16])[CH2:11][CH2:10]2)=[N:6][CH:7]=1.FC(F)(F)C(O)=O.C1(C)C=CC=CC=1, predict the reaction product. The product is: [F:1][C:2]1[CH:3]=[CH:4][C:5]([O:8][C@H:9]2[CH2:10][CH2:11][C@H:12]([C:15]([N:17]([C:18]3[CH:37]=[CH:36][C:21]([CH2:22][N:23]4[CH2:28][CH2:27][NH:26][CH2:25][CH2:24]4)=[C:20]([CH3:38])[CH:19]=3)[CH2:39][CH2:40][CH3:41])=[O:16])[CH2:13][CH2:14]2)=[N:6][CH:7]=1. (4) Given the reactants C1C(=O)N([Br:8])C(=O)C1.[CH2:9]([N:11]1[CH:15]=[C:14]([C:16]2[CH:21]=[CH:20][N:19]=[C:18]3[NH:22][CH:23]=[CH:24][C:17]=23)[C:13]([C:25]2[CH:30]=[CH:29][CH:28]=[C:27]([N+:31]([O-:33])=[O:32])[CH:26]=2)=[N:12]1)[CH3:10], predict the reaction product. The product is: [Br:8][C:24]1[C:17]2[C:18](=[N:19][CH:20]=[CH:21][C:16]=2[C:14]2[C:13]([C:25]3[CH:30]=[CH:29][CH:28]=[C:27]([N+:31]([O-:33])=[O:32])[CH:26]=3)=[N:12][N:11]([CH2:9][CH3:10])[CH:15]=2)[NH:22][CH:23]=1.